From a dataset of Reaction yield outcomes from USPTO patents with 853,638 reactions. Predict the reaction yield, written as a fraction of the theoretical maximum amount of product (1.0 means a 100% yield; for example, 0.34 means a 34% yield). (1) The reactants are [C:1]1([CH2:7][C:8]([NH:10][NH2:11])=O)[CH:6]=[CH:5][CH:4]=[CH:3][CH:2]=1.[CH3:12][C:13]1[O:17][N:16]=[C:15]([C:18]2[CH:23]=[CH:22][CH:21]=[CH:20][CH:19]=2)[C:14]=1[N:24]=[C:25]=[S:26]. No catalyst specified. The product is [CH2:7]([C:8]1[N:24]([C:14]2[C:15]([C:18]3[CH:23]=[CH:22][CH:21]=[CH:20][CH:19]=3)=[N:16][O:17][C:13]=2[CH3:12])[C:25](=[S:26])[NH:11][N:10]=1)[C:1]1[CH:6]=[CH:5][CH:4]=[CH:3][CH:2]=1. The yield is 0.520. (2) The reactants are [F:1][C:2]1[CH:3]=[C:4]([NH:22][C:23](=[O:35])[C:24]([NH:26][CH2:27][CH2:28][C:29]2[CH:34]=[CH:33][CH:32]=[CH:31][CH:30]=2)=[O:25])[CH:5]=[CH:6][C:7]=1[O:8][C:9]1[C:18]2[C:13](=[CH:14][C:15]([OH:21])=[C:16]([O:19][CH3:20])[CH:17]=2)[N:12]=[CH:11][CH:10]=1.Cl.Cl[CH2:38][CH2:39][CH2:40][N:41]1[CH2:46][CH2:45][O:44][CH2:43][CH2:42]1.C(=O)([O-])[O-].[K+].[K+]. The catalyst is CN(C=O)C. The product is [F:1][C:2]1[CH:3]=[C:4]([NH:22][C:23](=[O:35])[C:24]([NH:26][CH2:27][CH2:28][C:29]2[CH:30]=[CH:31][CH:32]=[CH:33][CH:34]=2)=[O:25])[CH:5]=[CH:6][C:7]=1[O:8][C:9]1[C:18]2[C:13](=[CH:14][C:15]([O:21][CH2:38][CH2:39][CH2:40][N:41]3[CH2:46][CH2:45][O:44][CH2:43][CH2:42]3)=[C:16]([O:19][CH3:20])[CH:17]=2)[N:12]=[CH:11][CH:10]=1. The yield is 0.740. (3) The reactants are [C:1]([O:5][C:6]([N:8]1[CH2:16][C:15]2[C:10](=[CH:11][CH:12]=[CH:13][CH:14]=2)[CH:9]1[CH2:17][C:18]([O:20]C)=[O:19])=[O:7])([CH3:4])([CH3:3])[CH3:2].[OH-].[Na+]. The catalyst is CO. The product is [C:1]([O:5][C:6]([N:8]1[CH2:16][C:15]2[C:10](=[CH:11][CH:12]=[CH:13][CH:14]=2)[CH:9]1[CH2:17][C:18]([OH:20])=[O:19])=[O:7])([CH3:4])([CH3:2])[CH3:3]. The yield is 0.990. (4) The reactants are [F:1][C:2]1[CH:7]=[CH:6][CH:5]=[C:4]([F:8])[N:3]=1.C([Li])CCC.[C:14](=[O:16])=[O:15].O. The catalyst is O1CCCC1. The product is [F:8][C:4]1[N:3]=[C:2]([F:1])[CH:7]=[CH:6][C:5]=1[C:14]([OH:16])=[O:15]. The yield is 0.570. (5) The reactants are [BH4-].[Na+].C(O)C.[CH2:6]([O:13][C:14]1[CH:19]=[C:18]([CH:20]=[C:21]([N+:24]([O-:26])=[O:25])[CH2:22][CH3:23])[CH:17]=[CH:16][C:15]=1[O:27][CH3:28])[C:7]1[CH:12]=[CH:11][CH:10]=[CH:9][CH:8]=1.Cl. The catalyst is C1COCC1. The product is [CH2:6]([O:13][C:14]1[CH:19]=[C:18]([CH2:20][CH:21]([N+:24]([O-:26])=[O:25])[CH2:22][CH3:23])[CH:17]=[CH:16][C:15]=1[O:27][CH3:28])[C:7]1[CH:8]=[CH:9][CH:10]=[CH:11][CH:12]=1. The yield is 0.620. (6) The reactants are Br[C:2]1[CH:9]=[C:8]([F:10])[C:5]([CH:6]=[O:7])=[C:4]([F:11])[CH:3]=1.[C:12]([O:16][CH3:17])(=[O:15])[CH:13]=[CH2:14].C1(C)C=CC=CC=1P(C1C=CC=CC=1C)C1C=CC=CC=1C.C(N(CC)CC)C. The catalyst is C([O-])(=O)C.[Pd+2].C([O-])(=O)C.CC(N(C)C)=O. The product is [F:11][C:4]1[CH:3]=[C:2](/[CH:14]=[CH:13]/[C:12]([O:16][CH3:17])=[O:15])[CH:9]=[C:8]([F:10])[C:5]=1[CH:6]=[O:7]. The yield is 0.870. (7) The reactants are C(=O)([O-])[O-].[K+].[K+].[F:7][C:8]1[CH:9]=[C:10]([C:15]2[N:20]=[C:19]([C:21]([NH2:23])=[O:22])[C:18]([CH3:24])=[N:17][C:16]=2[CH3:25])[CH:11]=[CH:12][C:13]=1[OH:14].C1C=CC(N([S:33]([C:36]([F:39])([F:38])[F:37])(=[O:35])=[O:34])[S:33]([C:36]([F:39])([F:38])[F:37])(=[O:35])=[O:34])=CC=1. The catalyst is C1COCC1. The product is [C:21]([C:19]1[N:20]=[C:15]([C:10]2[CH:11]=[CH:12][C:13]([O:14][S:33]([C:36]([F:39])([F:38])[F:37])(=[O:35])=[O:34])=[C:8]([F:7])[CH:9]=2)[C:16]([CH3:25])=[N:17][C:18]=1[CH3:24])(=[O:22])[NH2:23]. The yield is 0.910.